This data is from Catalyst prediction with 721,799 reactions and 888 catalyst types from USPTO. The task is: Predict which catalyst facilitates the given reaction. (1) Reactant: [CH2:1]([O:3][C:4](=[O:11])[CH2:5][CH:6]([OH:10])[CH2:7][CH2:8][CH3:9])[CH3:2].[C:12]([CH2:14][C:15](O)=[O:16])#[N:13].CN(C=O)C.C1(N=C=NC2CCCCC2)CCCCC1. Product: [CH2:1]([O:3][C:4](=[O:11])[CH2:5][CH:6]([O:10][C:15](=[O:16])[CH2:14][C:12]#[N:13])[CH2:7][CH2:8][CH3:9])[CH3:2]. The catalyst class is: 143. (2) Reactant: [C:1]1([C:14]2[CH:19]=[CH:18][CH:17]=[CH:16][CH:15]=2)[CH:6]=[CH:5][C:4]([NH:7][C:8](=[O:13])[CH2:9][C:10]([OH:12])=O)=[CH:3][CH:2]=1.CCN(C(C)C)C(C)C.C1C=CC2N(O)N=NC=2C=1.CCN=C=NCCCN(C)C.Cl.Cl.[Br:52][C:53]1[CH:58]=[CH:57][CH:56]=[CH:55][C:54]=1[S:59][CH:60]1[CH2:65][CH2:64][NH:63][CH2:62][CH2:61]1. Product: [C:1]1([C:14]2[CH:19]=[CH:18][CH:17]=[CH:16][CH:15]=2)[CH:2]=[CH:3][C:4]([NH:7][C:8](=[O:13])[CH2:9][C:10]([N:63]2[CH2:62][CH2:61][CH:60]([S:59][C:54]3[CH:55]=[CH:56][CH:57]=[CH:58][C:53]=3[Br:52])[CH2:65][CH2:64]2)=[O:12])=[CH:5][CH:6]=1. The catalyst class is: 18.